This data is from Forward reaction prediction with 1.9M reactions from USPTO patents (1976-2016). The task is: Predict the product of the given reaction. Given the reactants Br[C:2]1[N:10]=[CH:9][N:8]=[C:7]2[C:3]=1[NH:4][CH:5]=[N:6]2.[F:11][C:12]([F:27])([F:26])[C:13]1[CH:25]=[CH:24][CH:23]=[CH:22][C:14]=1[O:15][CH:16]1[CH2:21][CH2:20][NH:19][CH2:18][CH2:17]1.C1CCN2C(=NCCC2)CC1, predict the reaction product. The product is: [F:27][C:12]([F:11])([F:26])[C:13]1[CH:25]=[CH:24][CH:23]=[CH:22][C:14]=1[O:15][CH:16]1[CH2:21][CH2:20][N:19]([C:2]2[N:10]=[CH:9][N:8]=[C:7]3[C:3]=2[N:4]=[CH:5][NH:6]3)[CH2:18][CH2:17]1.